Dataset: Forward reaction prediction with 1.9M reactions from USPTO patents (1976-2016). Task: Predict the product of the given reaction. (1) Given the reactants [CH2:1]([N:3]([CH2:6][CH3:7])[CH2:4][CH3:5])[CH3:2].[CH2:8](Br)[C:9]1C=C[CH:12]=[CH:11][CH:10]=1.C[CH2:17][O:18][C:19](C)=[O:20], predict the reaction product. The product is: [CH2:1]([N:3]1[CH2:6][CH2:7][CH2:5][C@H:4]1[C:19]([O:18][CH3:17])=[O:20])[C:2]1[CH:12]=[CH:11][CH:10]=[CH:9][CH:8]=1. (2) Given the reactants [NH:1]1[CH:5]=[CH:4][N:3]=[C:2]1[NH:6][C:7]([C:9]1[C:17]2[N:16]=[C:15]([NH:18][C:19]([C:21]3[CH:22]=[C:23]4[C:28](=[CH:29][CH:30]=3)[CH2:27][NH:26][CH2:25][CH2:24]4)=[O:20])[NH:14][C:13]=2[CH:12]=[CH:11][CH:10]=1)=[O:8].[C:31]1([S:37](Cl)(=[O:39])=[O:38])[CH:36]=[CH:35][CH:34]=[CH:33][CH:32]=1.C(N(CC)CC)C.O.NN, predict the reaction product. The product is: [NH:3]1[CH:4]=[CH:5][N:1]=[C:2]1[NH:6][C:7]([C:9]1[C:17]2[N:16]=[C:15]([NH:18][C:19]([C:21]3[CH:22]=[C:23]4[C:28](=[CH:29][CH:30]=3)[CH2:27][N:26]([S:37]([C:31]3[CH:36]=[CH:35][CH:34]=[CH:33][CH:32]=3)(=[O:39])=[O:38])[CH2:25][CH2:24]4)=[O:20])[NH:14][C:13]=2[CH:12]=[CH:11][CH:10]=1)=[O:8]. (3) Given the reactants Cl[C:2]1[N:7]=[C:6]([N:8]2[C@@H:12]([CH:13]([CH3:15])[CH3:14])[CH2:11][O:10][C:9]2=[O:16])[CH:5]=[CH:4][N:3]=1.[F:17][C:18]([F:28])([F:27])[CH:19]([C:21]1[CH:26]=[CH:25][CH:24]=[CH:23][CH:22]=1)[NH2:20].O.C1(C)C=CC(S(O)(=O)=O)=CC=1.CC#N, predict the reaction product. The product is: [CH:13]([C@H:12]1[CH2:11][O:10][C:9](=[O:16])[N:8]1[C:6]1[CH:5]=[CH:4][N:3]=[C:2]([NH:20][CH:19]([C:21]2[CH:26]=[CH:25][CH:24]=[CH:23][CH:22]=2)[C:18]([F:17])([F:27])[F:28])[N:7]=1)([CH3:15])[CH3:14]. (4) Given the reactants [OH:1][C:2]1[CH:11]=[C:10]2[C:5]([C:6]([O:12][C:13]3[CH:14]=[C:15]4[C:19](=[CH:20][CH:21]=3)[NH:18][C:17]([CH3:22])=[CH:16]4)=[N:7][CH:8]=[N:9]2)=[CH:4][C:3]=1[O:23][CH3:24].C(=O)([O-])[O-].[K+].[K+].C1(C)C=CC(S([CH2:40][C@@H:41]2[NH:45][C:44](=[O:46])[CH2:43][CH2:42]2)(=O)=O)=CC=1.CCOCC, predict the reaction product. The product is: [CH3:24][O:23][C:3]1[CH:4]=[C:5]2[C:10](=[CH:11][C:2]=1[O:1][CH2:40][C@@H:41]1[NH:45][C:44](=[O:46])[CH2:43][CH2:42]1)[N:9]=[CH:8][N:7]=[C:6]2[O:12][C:13]1[CH:14]=[C:15]2[C:19](=[CH:20][CH:21]=1)[NH:18][C:17]([CH3:22])=[CH:16]2.